Task: Predict the reactants needed to synthesize the given product.. Dataset: Full USPTO retrosynthesis dataset with 1.9M reactions from patents (1976-2016) The reactants are: [CH3:1][C:2]1[CH:11]=[CH:10][C:5]([C:6]([O:8][CH3:9])=[O:7])=[CH:4][C:3]=1[C:12]1[NH:16][C:15]([CH3:17])=[N:14][CH:13]=1.C1C(=O)N([Cl:25])C(=O)C1. Given the product [Cl:25][C:13]1[NH:14][C:15]([CH3:17])=[N:16][C:12]=1[C:3]1[CH:4]=[C:5]([CH:10]=[CH:11][C:2]=1[CH3:1])[C:6]([O:8][CH3:9])=[O:7], predict the reactants needed to synthesize it.